This data is from Full USPTO retrosynthesis dataset with 1.9M reactions from patents (1976-2016). The task is: Predict the reactants needed to synthesize the given product. (1) Given the product [Cl:1][C:2]1[CH:3]=[N+:4]([O-:42])[CH:5]=[C:6]([Cl:41])[C:7]=1[CH2:8][C@@H:9]([C:26]1[CH:31]=[CH:30][C:29]([O:32][CH:33]([F:34])[F:35])=[C:28]([O:36][CH2:37][CH:38]2[CH2:40][CH2:39]2)[CH:27]=1)[O:10][C:11](=[O:25])[C:12]1[CH:17]=[CH:16][C:15]([S:18][CH3:19])=[C:14]([N:20]([CH2:44][CH2:45][N:46]2[CH2:51][CH2:50][O:49][CH2:48][CH2:47]2)[S:21]([CH3:24])(=[O:23])=[O:22])[CH:13]=1, predict the reactants needed to synthesize it. The reactants are: [Cl:1][C:2]1[CH:3]=[N+:4]([O-:42])[CH:5]=[C:6]([Cl:41])[C:7]=1[CH2:8][C@@H:9]([C:26]1[CH:31]=[CH:30][C:29]([O:32][CH:33]([F:35])[F:34])=[C:28]([O:36][CH2:37][CH:38]2[CH2:40][CH2:39]2)[CH:27]=1)[O:10][C:11](=[O:25])[C:12]1[CH:17]=[CH:16][C:15]([S:18][CH3:19])=[C:14]([NH:20][S:21]([CH3:24])(=[O:23])=[O:22])[CH:13]=1.Cl[CH2:44][CH2:45][N:46]1[CH2:51][CH2:50][O:49][CH2:48][CH2:47]1.C([O-])([O-])=O.[K+].[K+]. (2) Given the product [CH2:17]([O:19][CH:20]([O:23][CH2:24][CH3:25])[CH2:21][NH:22][C:13]([N:9]1[C:10]2[C:6](=[CH:5][C:4]([N+:1]([O-:3])=[O:2])=[CH:12][CH:11]=2)[CH2:7][CH2:8]1)=[NH:14])[CH3:18], predict the reactants needed to synthesize it. The reactants are: [N+:1]([C:4]1[CH:5]=[C:6]2[C:10](=[CH:11][CH:12]=1)[N:9]([C:13](SC)=[NH:14])[CH2:8][CH2:7]2)([O-:3])=[O:2].[CH2:17]([O:19][CH:20]([O:23][CH2:24][CH3:25])[CH2:21][NH2:22])[CH3:18]. (3) Given the product [C:39]([O:22][CH:15]1[C:16]2=[N:17][CH:18]=[CH:19][CH:20]=[C:21]2[C:11]2([CH2:12][CH2:13][N:8]([CH2:1][C:2]3[CH:7]=[CH:6][CH:5]=[CH:4][CH:3]=3)[CH2:9][CH2:10]2)[O:14]1)(=[O:41])[CH3:40], predict the reactants needed to synthesize it. The reactants are: [CH2:1]([N:8]1[CH2:13][CH2:12][C:11]2([C:21]3[C:16](=[N:17][CH:18]=[CH:19][CH:20]=3)[C:15](=[O:22])[O:14]2)[CH2:10][CH2:9]1)[C:2]1[CH:7]=[CH:6][CH:5]=[CH:4][CH:3]=1.[H-].C([Al+]CC(C)C)C(C)C.N1C=CC=CC=1.[C:39](OC(=O)C)(=[O:41])[CH3:40]. (4) Given the product [NH:4]1[C:12]2[C:7](=[CH:8][C:9]([O:13][C:14]3[CH:21]=[CH:20][C:19]([F:22])=[CH:18][C:15]=3[C:16]#[N:17])=[CH:10][CH:11]=2)[CH:6]=[N:5]1, predict the reactants needed to synthesize it. The reactants are: C([N:4]1[C:12]2[C:7](=[CH:8][C:9]([O:13][C:14]3[CH:21]=[CH:20][C:19]([F:22])=[CH:18][C:15]=3[C:16]#[N:17])=[CH:10][CH:11]=2)[CH:6]=[N:5]1)(=O)C.Cl.[OH-].[Na+].O. (5) Given the product [Br:12][C:13]1[CH:18]=[CH:17][C:16]([O:11][CH:8]2[CH2:9][CH2:10][C:5]3([CH2:1][CH2:2][CH2:3][CH2:4]3)[CH2:6][CH2:7]2)=[CH:15][CH:14]=1, predict the reactants needed to synthesize it. The reactants are: [CH2:1]1[C:5]2([CH2:10][CH2:9][CH:8]([OH:11])[CH2:7][CH2:6]2)[CH2:4][CH2:3][CH2:2]1.[Br:12][C:13]1[CH:18]=[CH:17][C:16](O)=[CH:15][CH:14]=1.C1C=CC(P(C2C=CC=CC=2)C2C=CC=CC=2)=CC=1.CC(OC(/N=N/C(OC(C)C)=O)=O)C. (6) Given the product [CH2:17]([C:14]1[CH:15]=[CH:16][C:11]([C:10]2[C:3]3[C:4](=[N:5][CH:6]=[CH:7][C:2]=3[NH:25][CH2:26][C:27]([CH3:31])([CH3:30])[CH2:28][OH:29])[O:8][C:9]=2[C:19]2[CH:24]=[CH:23][CH:22]=[CH:21][CH:20]=2)=[CH:12][CH:13]=1)[CH3:18], predict the reactants needed to synthesize it. The reactants are: Cl[C:2]1[CH:7]=[CH:6][N:5]=[C:4]2[O:8][C:9]([C:19]3[CH:24]=[CH:23][CH:22]=[CH:21][CH:20]=3)=[C:10]([C:11]3[CH:16]=[CH:15][C:14]([CH2:17][CH3:18])=[CH:13][CH:12]=3)[C:3]=12.[NH2:25][CH2:26][C:27]([CH3:31])([CH3:30])[CH2:28][OH:29]. (7) Given the product [CH2:1]([O:8][N:9]1[C:18]2[C:13](=[CH:14][CH:15]=[CH:16][N:17]=2)[C:12]([O:19][S:34]([C:33]([F:46])([F:45])[F:32])(=[O:36])=[O:35])=[C:11]([C:20]([O:22][CH3:23])=[O:21])[C:10]1=[O:24])[C:2]1[CH:7]=[CH:6][CH:5]=[CH:4][CH:3]=1, predict the reactants needed to synthesize it. The reactants are: [CH2:1]([O:8][N:9]1[C:18]2[C:13](=[CH:14][CH:15]=[CH:16][N:17]=2)[C:12]([OH:19])=[C:11]([C:20]([O:22][CH3:23])=[O:21])[C:10]1=[O:24])[C:2]1[CH:7]=[CH:6][CH:5]=[CH:4][CH:3]=1.C(N(CC)CC)C.[F:32][C:33]([F:46])([F:45])[S:34](O[S:34]([C:33]([F:46])([F:45])[F:32])(=[O:36])=[O:35])(=[O:36])=[O:35].